This data is from NCI-60 drug combinations with 297,098 pairs across 59 cell lines. The task is: Regression. Given two drug SMILES strings and cell line genomic features, predict the synergy score measuring deviation from expected non-interaction effect. (1) Drug 1: C1=CC(=C2C(=C1NCCNCCO)C(=O)C3=C(C=CC(=C3C2=O)O)O)NCCNCCO. Drug 2: CCCCCOC(=O)NC1=NC(=O)N(C=C1F)C2C(C(C(O2)C)O)O. Synergy scores: CSS=60.1, Synergy_ZIP=-0.404, Synergy_Bliss=-1.33, Synergy_Loewe=-27.8, Synergy_HSA=-0.934. Cell line: MOLT-4. (2) Drug 1: C1=NC2=C(N=C(N=C2N1C3C(C(C(O3)CO)O)O)F)N. Drug 2: C1CN1C2=NC(=NC(=N2)N3CC3)N4CC4. Cell line: CCRF-CEM. Synergy scores: CSS=75.0, Synergy_ZIP=-1.80, Synergy_Bliss=-1.19, Synergy_Loewe=-0.188, Synergy_HSA=2.65. (3) Drug 1: CC1OCC2C(O1)C(C(C(O2)OC3C4COC(=O)C4C(C5=CC6=C(C=C35)OCO6)C7=CC(=C(C(=C7)OC)O)OC)O)O. Drug 2: C1C(C(OC1N2C=NC(=NC2=O)N)CO)O. Cell line: SK-MEL-28. Synergy scores: CSS=17.5, Synergy_ZIP=1.21, Synergy_Bliss=4.73, Synergy_Loewe=-0.557, Synergy_HSA=2.59. (4) Drug 1: CC12CCC3C(C1CCC2=O)CC(=C)C4=CC(=O)C=CC34C. Drug 2: C1=NC2=C(N=C(N=C2N1C3C(C(C(O3)CO)O)O)F)N. Cell line: NCIH23. Synergy scores: CSS=56.2, Synergy_ZIP=-2.56, Synergy_Bliss=-5.40, Synergy_Loewe=-8.28, Synergy_HSA=-5.95.